This data is from CYP2D6 inhibition data for predicting drug metabolism from PubChem BioAssay. The task is: Regression/Classification. Given a drug SMILES string, predict its absorption, distribution, metabolism, or excretion properties. Task type varies by dataset: regression for continuous measurements (e.g., permeability, clearance, half-life) or binary classification for categorical outcomes (e.g., BBB penetration, CYP inhibition). Dataset: cyp2d6_veith. (1) The drug is O=c1oc2ccccc2c(O)c1Cc1c(O)c2ccccc2oc1=O. The result is 0 (non-inhibitor). (2) The drug is COc1ccc(Oc2nc(C)cc(C)c2S(C)(=O)=O)cc1. The result is 0 (non-inhibitor). (3) The molecule is C=CC[C@@H]1C=C[C@@H](O/N=C\C[C@@H]2C=C[C@H](OC(C)=O)[C@H](COC(C)=O)O2)[C@@H](CO)O1. The result is 0 (non-inhibitor).